The task is: Predict the reactants needed to synthesize the given product.. This data is from Full USPTO retrosynthesis dataset with 1.9M reactions from patents (1976-2016). (1) Given the product [CH2:1]([O:3][C:4]([C:6]1[C:15]2[C:10](=[CH:11][C:12]([O:18][CH3:19])=[C:13]([O:16][CH3:17])[CH:14]=2)[CH:9]=[CH:8][N:7]=1)=[O:5])[CH3:2], predict the reactants needed to synthesize it. The reactants are: [CH2:1]([O:3][C:4]([C:6]1[C:15]2[C:10](=[CH:11][C:12]([O:18][CH3:19])=[C:13]([O:16][CH3:17])[CH:14]=2)[CH2:9][CH2:8][N:7]=1)=[O:5])[CH3:2]. (2) Given the product [CH3:47][N:48]([CH3:49])[C@H:29]1[CH2:30][CH2:31][N:27]([CH2:26][C:24]2[S:23][CH:22]=[C:21]([C:18]3[CH:19]=[C:20]4[C:15](=[C:16]([C:38]([NH2:40])=[O:39])[CH:17]=3)[NH:14][CH:13]=[C:12]4[CH:9]3[CH2:8][CH2:7][N:6]([S:3]([CH2:1][CH3:2])(=[O:4])=[O:5])[CH2:11][CH2:10]3)[CH:25]=2)[CH2:28]1, predict the reactants needed to synthesize it. The reactants are: [CH2:1]([S:3]([N:6]1[CH2:11][CH2:10][CH:9]([C:12]2[C:20]3[C:15](=[C:16]([C:38]([NH2:40])=[O:39])[CH:17]=[C:18]([C:21]4[CH:25]=[C:24]([CH2:26][N:27]5[CH2:31][CH2:30][CH2:29][CH:28]5C5C=CC=CC=5)[S:23][CH:22]=4)[CH:19]=3)[NH:14][CH:13]=2)[CH2:8][CH2:7]1)(=[O:5])=[O:4])[CH3:2].C1([CH:47]2CC[CH2:49][NH:48]2)C=CC=CC=1. (3) The reactants are: [N+:1]([CH:4]=[CH:5][C:6]1[CH:11]=[CH:10][CH:9]=[CH:8][CH:7]=1)([O-:3])=[O:2].[Na].[C:13]([O:19][CH2:20][CH3:21])(=[O:18])[CH2:14][C:15]([CH3:17])=[O:16]. Given the product [CH2:20]([O:19][C:13](=[O:18])[CH:14]([C:15](=[O:16])[CH3:17])[CH:5]([C:6]1[CH:11]=[CH:10][CH:9]=[CH:8][CH:7]=1)[CH2:4][N+:1]([O-:3])=[O:2])[CH3:21], predict the reactants needed to synthesize it. (4) Given the product [CH3:1][C@@H:2]1[N:8]2[C:9]3[CH:10]=[C:11]([C:16]([OH:18])=[O:17])[CH:12]=[CH:13][C:14]=3[CH:15]=[C:7]2[C:6](=[O:21])[NH:5][CH2:4][CH2:3]1, predict the reactants needed to synthesize it. The reactants are: [CH3:1][C@@H:2]1[N:8]2[C:9]3[CH:10]=[C:11]([C:16]([O:18]CC)=[O:17])[CH:12]=[CH:13][C:14]=3[CH:15]=[C:7]2[C:6](=[O:21])[NH:5][CH2:4][CH2:3]1.[OH-].[Na+]. (5) Given the product [CH3:46][N:47]1[CH:51]2[CH2:52][CH:53]([O:55][CH:56]([C:63]3[CH:68]=[CH:67][C:66]([Cl:69])=[CH:65][CH:64]=3)[C:57]3[CH:62]=[CH:61][CH:60]=[CH:59][CH:58]=3)[CH2:54][CH:48]1[CH2:49][CH2:50]2.[ClH:70].[CH3:1][N:2]1[C:7](=[O:8])[C:6]([C:9]2[CH:14]=[CH:13][C:12]([O:15][C:16]3[CH:25]=[CH:24][N:23]=[C:22]4[C:17]=3[CH:18]=[C:19]([O:36][CH3:37])[C:20]([O:26][CH2:27][CH2:28][CH2:29][N:30]3[CH2:35][CH2:34][O:33][CH2:32][CH2:31]3)=[CH:21]4)=[C:11]([F:38])[CH:10]=2)=[CH:5][N:4]=[C:3]1[CH2:39][C:40]1[CH:45]=[CH:44][CH:43]=[CH:42][CH:41]=1, predict the reactants needed to synthesize it. The reactants are: [CH3:1][N:2]1[C:7](=[O:8])[C:6]([C:9]2[CH:14]=[CH:13][C:12]([O:15][C:16]3[CH:25]=[CH:24][N:23]=[C:22]4[C:17]=3[CH:18]=[C:19]([O:36][CH3:37])[C:20]([O:26][CH2:27][CH2:28][CH2:29][N:30]3[CH2:35][CH2:34][O:33][CH2:32][CH2:31]3)=[CH:21]4)=[C:11]([F:38])[CH:10]=2)=[CH:5][N:4]=[C:3]1[CH2:39][C:40]1[CH:45]=[CH:44][CH:43]=[CH:42][CH:41]=1.[CH3:46][N:47]1[CH:51]2[CH2:52][CH:53]([O:55][CH:56]([C:63]3[CH:68]=[CH:67][C:66]([Cl:69])=[CH:65][CH:64]=3)[C:57]3[CH:62]=[CH:61][CH:60]=[CH:59][CH:58]=3)[CH2:54][CH:48]1[CH2:49][CH2:50]2.[ClH:70]. (6) Given the product [C:18]([C:20]([C:23]1[CH:24]=[C:25]([CH:29]=[CH:30][CH:31]=1)[C:26]([NH:12][C:11]1[CH:13]=[CH:14][CH:15]=[C:9]([O:8][C:7]2[CH:16]=[CH:17][C:4]([N+:1]([O-:3])=[O:2])=[CH:5][CH:6]=2)[CH:10]=1)=[O:27])([CH3:22])[CH3:21])#[N:19], predict the reactants needed to synthesize it. The reactants are: [N+:1]([C:4]1[CH:17]=[CH:16][C:7]([O:8][C:9]2[CH:10]=[C:11]([CH:13]=[CH:14][CH:15]=2)[NH2:12])=[CH:6][CH:5]=1)([O-:3])=[O:2].[C:18]([C:20]([C:23]1[CH:24]=[C:25]([CH:29]=[CH:30][CH:31]=1)[C:26](O)=[O:27])([CH3:22])[CH3:21])#[N:19].Cl.C(N=C=NCCCN(C)C)C.CO. (7) The reactants are: Cl[C:2]1[C:11]2=[N:12][N:13](CC3C=CC(OC)=CC=3)[CH:14]=[C:10]2[C:9]2[CH:8]=[CH:7][C:6]([O:24][CH3:25])=[CH:5][C:4]=2[N:3]=1.[O:26]1[CH2:31][CH2:30][N:29]([C:32]2[CH:38]=[CH:37][C:35]([NH2:36])=[CH:34][CH:33]=2)[CH2:28][CH2:27]1.Cl. Given the product [CH3:25][O:24][C:6]1[CH:7]=[CH:8][C:9]2[C:10]3[C:11](=[N:12][NH:13][CH:14]=3)[C:2]([NH:36][C:35]3[CH:34]=[CH:33][C:32]([N:29]4[CH2:30][CH2:31][O:26][CH2:27][CH2:28]4)=[CH:38][CH:37]=3)=[N:3][C:4]=2[CH:5]=1, predict the reactants needed to synthesize it. (8) Given the product [C:55]([O:59][C:60]([N:62]1[CH:66]=[CH:65][C:64]([NH:67][C:40](=[O:41])[C@@H:39]([C:31]2[CH:32]=[CH:33][C:34]([S:35]([CH3:38])(=[O:36])=[O:37])=[C:29]([Cl:28])[CH:30]=2)[CH2:49][CH:50]2[CH2:51][CH2:52][CH2:53][CH2:54]2)=[N:63]1)=[O:61])([CH3:58])([CH3:56])[CH3:57], predict the reactants needed to synthesize it. The reactants are: C1(P(C2C=CC=CC=2)C2C=CC=CC=2)C=CC=CC=1.BrN1C(=O)CCC1=O.[Cl:28][C:29]1[CH:30]=[C:31]([C@@H:39]([CH2:49][CH:50]2[CH2:54][CH2:53][CH2:52][CH2:51]2)[C:40](NC2C=CN(C)N=2)=[O:41])[CH:32]=[CH:33][C:34]=1[S:35]([CH3:38])(=[O:37])=[O:36].[C:55]([O:59][C:60]([N:62]1[CH:66]=[CH:65][C:64]([NH2:67])=[N:63]1)=[O:61])([CH3:58])([CH3:57])[CH3:56].CN1CCOCC1.